From a dataset of Full USPTO retrosynthesis dataset with 1.9M reactions from patents (1976-2016). Predict the reactants needed to synthesize the given product. (1) Given the product [CH3:21][O:20][CH:3]([O:2][CH3:1])[C:4]1[C:5]([F:19])=[C:6]([F:18])[C:7]2[O:11][N:10]=[C:9]([C:12]([NH:25][CH:22]([CH3:24])[CH3:23])=[O:14])[C:8]=2[CH:17]=1, predict the reactants needed to synthesize it. The reactants are: [CH3:1][O:2][CH:3]([O:20][CH3:21])[C:4]1[C:5]([F:19])=[C:6]([F:18])[C:7]2[O:11][N:10]=[C:9]([C:12]([O:14]CC)=O)[C:8]=2[CH:17]=1.[CH:22]([NH2:25])([CH3:24])[CH3:23]. (2) Given the product [C:31]([O:35][C:36](=[O:48])[CH2:37][O:38][C:39]1[CH:44]=[CH:43][C:42]([Cl:45])=[CH:41][C:40]=1[C:46]#[C:47][C:50]1[CH:51]=[C:52]([S:57]([N:60]([CH2:62][CH2:63][O:64][CH3:65])[CH3:61])(=[O:59])=[O:58])[CH:53]=[CH:54][C:55]=1[CH3:56])([CH3:34])([CH3:33])[CH3:32], predict the reactants needed to synthesize it. The reactants are: C(OC(=O)COC1C=CC(Cl)=CC=1C#CC1C=CC=C(S(CCC)(=O)=O)C=1)(C)(C)C.[C:31]([O:35][C:36](=[O:48])[CH2:37][O:38][C:39]1[CH:44]=[CH:43][C:42]([Cl:45])=[CH:41][C:40]=1[C:46]#[CH:47])([CH3:34])([CH3:33])[CH3:32].Br[C:50]1[CH:51]=[C:52]([S:57]([N:60]([CH2:62][CH2:63][O:64][CH3:65])[CH3:61])(=[O:59])=[O:58])[CH:53]=[CH:54][C:55]=1[CH3:56]. (3) Given the product [CH:29]([N:32]([CH2:36][CH2:37][C@@H:38]([C:45]1[CH:50]=[C:49]([Br:51])[CH:48]=[CH:47][C:46]=1[O:52][CH2:53][C:54]1[CH:55]=[CH:56][CH:57]=[CH:58][CH:59]=1)[C:39]1[CH:44]=[CH:43][CH:42]=[CH:41][CH:40]=1)[CH:33]([CH3:35])[CH3:34])([CH3:30])[CH3:31], predict the reactants needed to synthesize it. The reactants are: C1(C)C=CC(C([C@@](C(O)=O)(O)[C@@](C(C2C=CC(C)=CC=2)=O)(O)C(O)=O)=O)=CC=1.[CH:29]([N:32]([CH2:36][CH2:37][C@@H:38]([C:45]1[CH:50]=[C:49]([Br:51])[CH:48]=[CH:47][C:46]=1[O:52][CH2:53][C:54]1[CH:59]=[CH:58][CH:57]=[CH:56][CH:55]=1)[C:39]1[CH:44]=[CH:43][CH:42]=[CH:41][CH:40]=1)[CH:33]([CH3:35])[CH3:34])([CH3:31])[CH3:30].C(=O)([O-])[O-].[Na+].[Na+]. (4) Given the product [NH2:22][C:23]1[N:27]([C:28]2[CH:29]=[CH:30][C:31]([Cl:34])=[CH:32][CH:33]=2)[N:26]=[CH:25][C:24]=1[C:35]([NH:1][CH2:2][C@@:3]([OH:21])([C:4]([F:6])([F:7])[F:5])[CH2:8][C:9]([C:12]1[C:20]2[O:19][CH2:18][CH2:17][C:16]=2[CH:15]=[CH:14][CH:13]=1)([CH3:11])[CH3:10])=[O:36], predict the reactants needed to synthesize it. The reactants are: [NH2:1][CH2:2][C@:3]([OH:21])([CH2:8][C:9]([C:12]1[C:20]2[O:19][CH2:18][CH2:17][C:16]=2[CH:15]=[CH:14][CH:13]=1)([CH3:11])[CH3:10])[C:4]([F:7])([F:6])[F:5].[NH2:22][C:23]1[N:27]([C:28]2[CH:33]=[CH:32][C:31]([Cl:34])=[CH:30][CH:29]=2)[N:26]=[CH:25][C:24]=1[C:35](O)=[O:36]. (5) Given the product [CH3:52][O:53][CH2:54][O:55][C:56]1[CH:57]=[C:58]([NH:62][C:13](=[O:15])[C:12]2[CH:16]=[CH:17][CH:18]=[C:10]([O:9][CH2:8][CH2:7][N:1]3[CH2:2][CH2:3][O:4][CH2:5][CH2:6]3)[CH:11]=2)[CH:59]=[CH:60][CH:61]=1, predict the reactants needed to synthesize it. The reactants are: [N:1]1([CH2:7][CH2:8][O:9][C:10]2[CH:11]=[C:12]([CH:16]=[CH:17][CH:18]=2)[C:13]([OH:15])=O)[CH2:6][CH2:5][O:4][CH2:3][CH2:2]1.CN(C(ON1N=NC2C=CC=CC1=2)=[N+](C)C)C.F[P-](F)(F)(F)(F)F.C(N(C(C)C)CC)(C)C.[CH3:52][O:53][CH2:54][O:55][C:56]1[CH:57]=[C:58]([NH2:62])[CH:59]=[CH:60][CH:61]=1. (6) Given the product [Br:10][C:9]1[C:2]([NH:1][C:22]2[CH2:23][N:19]([CH:16]([CH3:18])[CH3:17])[C:20](=[O:26])[CH:21]=2)=[C:3]([CH:6]=[CH:7][CH:8]=1)[C:4]#[N:5], predict the reactants needed to synthesize it. The reactants are: [NH2:1][C:2]1[C:9]([Br:10])=[CH:8][CH:7]=[CH:6][C:3]=1[C:4]#[N:5].CS(O)(=O)=O.[CH:16]([N:19]1[CH2:23][C:22](OC)=[CH:21][C:20]1=[O:26])([CH3:18])[CH3:17]. (7) Given the product [C:1]([C:3]1[C:4](=[O:5])[N:6]([C:7]2[CH:12]=[CH:11][CH:10]=[CH:9][CH:8]=2)[C:31]2[CH2:32][CH2:33][N:28]([C:26]([O:25][C:21]([CH3:24])([CH3:23])[CH3:22])=[O:27])[CH2:29][C:30]=2[CH:35]=1)#[N:2], predict the reactants needed to synthesize it. The reactants are: [C:1]([CH2:3][C:4]([NH:6][C:7]1[CH:12]=[CH:11][CH:10]=[CH:9][CH:8]=1)=[O:5])#[N:2].[Li+].CC([N-]C(C)C)C.[C:21]([O:25][C:26]([N:28]1[CH2:33][CH2:32][C:31](=O)/[C:30](=[CH:35]/N(C)C)/[CH2:29]1)=[O:27])([CH3:24])([CH3:23])[CH3:22].